Predict the product of the given reaction. From a dataset of Forward reaction prediction with 1.9M reactions from USPTO patents (1976-2016). (1) Given the reactants [NH:1]1[C:5]2[CH:6]=[CH:7][CH:8]=[CH:9][C:4]=2[N:3]=[C:2]1[CH2:10][N:11]([CH3:22])[CH:12]1[C:21]2[N:20]=[CH:19][CH:18]=[CH:17][C:16]=2[CH2:15][CH2:14][CH2:13]1.Cl[CH2:24][CH:25]1[CH2:29][CH2:28][N:27]([C:30]([O:32][C:33]([CH3:36])([CH3:35])[CH3:34])=[O:31])[CH2:26]1.[I-].[K+].C([O-])([O-])=O.[K+].[K+], predict the reaction product. The product is: [CH3:22][N:11]([CH2:10][C:2]1[N:3]([CH2:24][CH:25]2[CH2:29][CH2:28][N:27]([C:30]([O:32][C:33]([CH3:34])([CH3:36])[CH3:35])=[O:31])[CH2:26]2)[C:4]2[CH:9]=[CH:8][CH:7]=[CH:6][C:5]=2[N:1]=1)[CH:12]1[C:21]2[N:20]=[CH:19][CH:18]=[CH:17][C:16]=2[CH2:15][CH2:14][CH2:13]1. (2) Given the reactants [F:1][C:2]([F:48])([F:47])[C:3]1[CH:4]=[C:5]([CH:44]=[CH:45][CH:46]=1)[CH2:6][NH:7][C:8]([C:10]1[CH:15]=[CH:14][N:13]=[C:12]([C:16]2[CH:21]=[C:20]([O:22][CH2:23]C(F)(F)F)[CH:19]=[CH:18][C:17]=2[NH:28][C:29]([C:31]2[CH:32]=[C:33]([CH:41]=[CH:42][CH:43]=2)[CH2:34][S:35][CH2:36][CH2:37][C:38]([OH:40])=[O:39])=[O:30])[CH:11]=1)=[O:9], predict the reaction product. The product is: [CH3:23][O:22][C:20]1[CH:19]=[CH:18][C:17]([NH:28][C:29]([C:31]2[CH:32]=[C:33]([CH:41]=[CH:42][CH:43]=2)[CH2:34][S:35][CH2:36][CH2:37][C:38]([OH:40])=[O:39])=[O:30])=[C:16]([C:12]2[CH:11]=[C:10]([C:8](=[O:9])[NH:7][CH2:6][C:5]3[CH:44]=[CH:45][CH:46]=[C:3]([C:2]([F:48])([F:47])[F:1])[CH:4]=3)[CH:15]=[CH:14][N:13]=2)[CH:21]=1. (3) Given the reactants [CH2:1]([CH:3]1[C:8](=[O:9])[NH:7][C:6]2[CH:10]=[CH:11][CH:12]=[C:13]([CH:14]([CH3:16])[CH3:15])[C:5]=2[O:4]1)[CH3:2].C(=O)([O-])[O-].[K+].[K+].[C:23]([O:27][CH3:28])(=[O:26])[CH:24]=[CH2:25].C(O)(=O)CC(CC(O)=O)(C(O)=O)O, predict the reaction product. The product is: [CH3:28][O:27][C:23](=[O:26])[CH2:24][CH2:25][N:7]1[C:6]2[CH:10]=[CH:11][CH:12]=[C:13]([CH:14]([CH3:15])[CH3:16])[C:5]=2[O:4][CH:3]([CH2:1][CH3:2])[C:8]1=[O:9]. (4) The product is: [C:31]([C:42]1[O:1][N:2]=[C:3]([N:5]2[CH2:10][CH2:9][CH:8]([C@H:11]3[O:29][C:14]4=[CH:15][N:16]=[C:17]([C:19]5[CH2:24][CH2:23][N:22]([S:25]([CH3:28])(=[O:27])=[O:26])[CH2:21][CH:20]=5)[CH:18]=[C:13]4[CH2:12]3)[CH2:7][CH2:6]2)[N:4]=1)([CH3:41])([CH3:32])[CH3:30]. Given the reactants [OH:1][NH:2][C:3]([N:5]1[CH2:10][CH2:9][CH:8]([C@H:11]2[O:29][C:14]3=[CH:15][N:16]=[C:17]([C:19]4[CH2:20][CH2:21][N:22]([S:25]([CH3:28])(=[O:27])=[O:26])[CH2:23][CH:24]=4)[CH:18]=[C:13]3[CH2:12]2)[CH2:7][CH2:6]1)=[NH:4].[CH3:30][C:31]([CH3:42])([CH3:41])[C:32](O[C:30](=O)[C:31]([CH3:42])([CH3:41])[CH3:32])=O, predict the reaction product. (5) Given the reactants [C:1]([O:5][CH:6]([C:12]1[C:16]([C:17]2[CH:18]=[CH:19][C:20]3[O:25][CH2:24][CH2:23][CH2:22][C:21]=3[CH:26]=2)=[C:15](Cl)[S:14][C:13]=1[CH3:28])[C:7]([O:9][CH2:10][CH3:11])=[O:8])([CH3:4])([CH3:3])[CH3:2].[CH3:29][C:30]([NH2:34])([C:32]#[CH:33])[CH3:31].C(=O)([O-])[O-].[Cs+].[Cs+].C1(P(C2CCCCC2)C2CCCCC2)CCCCC1.N12CCCN=C1CCCCC2, predict the reaction product. The product is: [NH2:34][C:30]([CH3:31])([CH3:29])[C:32]#[C:33][C:15]1[S:14][C:13]([CH3:28])=[C:12]([CH:6]([O:5][C:1]([CH3:4])([CH3:3])[CH3:2])[C:7]([O:9][CH2:10][CH3:11])=[O:8])[C:16]=1[C:17]1[CH:18]=[CH:19][C:20]2[O:25][CH2:24][CH2:23][CH2:22][C:21]=2[CH:26]=1. (6) Given the reactants [NH:1]1[C:9]2[C:4](=[N:5][CH:6]=[CH:7][CH:8]=2)[CH:3]=[CH:2]1.CC(C)([O-])C.[K+].[NH2:16]Cl, predict the reaction product. The product is: [N:1]1([NH2:16])[C:9]2[C:4](=[N:5][CH:6]=[CH:7][CH:8]=2)[CH:3]=[CH:2]1. (7) Given the reactants [C@@H:1]12[N:7](C(OC(C)(C)C)=O)[C@@H:4]([CH2:5][CH2:6]1)[CH:3]([C:15]([O:17][CH3:18])=[O:16])[CH:2]2[C:19]([O:21][CH3:22])=[O:20].Cl.CCOC(C)=O, predict the reaction product. The product is: [C@@H:4]12[NH:7][C@@H:1]([CH2:6][CH2:5]1)[CH:2]([C:19]([O:21][CH3:22])=[O:20])[CH:3]2[C:15]([O:17][CH3:18])=[O:16]. (8) Given the reactants [Cl:1][C:2]1[CH:7]=[C:6](F)[CH:5]=[CH:4][C:3]=1[C:9]1[C:10]2[N:11]([N:15]=[C:16]([NH:18][CH:19]3[CH2:24][CH2:23][N:22]([C:25]4[CH:30]=[CH:29][N:28]=[C:27](Cl)[CH:26]=4)[CH2:21][CH2:20]3)[N:17]=2)[CH:12]=[CH:13][CH:14]=1.[O-:32][CH2:33][CH3:34].[Na+].[CH3:36][CH2:37][OH:38], predict the reaction product. The product is: [Cl:1][C:2]1[CH:7]=[C:6]([O:32][CH2:33][CH3:34])[CH:5]=[CH:4][C:3]=1[C:9]1[C:10]2[N:11]([N:15]=[C:16]([NH:18][CH:19]3[CH2:24][CH2:23][N:22]([C:25]4[CH:30]=[CH:29][N:28]=[C:27]([O:38][CH2:37][CH3:36])[CH:26]=4)[CH2:21][CH2:20]3)[N:17]=2)[CH:12]=[CH:13][CH:14]=1. (9) Given the reactants [C:1]12([CH2:11][C:12]([OH:14])=O)[CH2:10][CH:5]3[CH2:6][CH:7]([CH2:9][CH:3]([CH2:4]3)[CH2:2]1)[CH2:8]2.C(Cl)(=O)C([Cl:18])=O, predict the reaction product. The product is: [C:1]12([CH2:11][C:12]([Cl:18])=[O:14])[CH2:10][CH:5]3[CH2:6][CH:7]([CH2:9][CH:3]([CH2:4]3)[CH2:2]1)[CH2:8]2. (10) Given the reactants [OH:1][C@@H:2]([C:24]([OH:27])([CH3:26])[CH3:25])[CH2:3][CH2:4][C@@H:5]([C@@H:13]1[C@:21]2([CH3:22])[C@H:16]([C:17](=[O:23])[CH2:18][CH2:19][CH2:20]2)[CH2:15][CH2:14]1)[CH2:6][CH2:7][CH2:8][C:9]([OH:12])([CH3:11])[CH3:10].N1C=CN=C1.[CH2:33]([Si:35]([CH2:39]C)([CH2:37]C)Cl)C.CN(C)C=O, predict the reaction product. The product is: [CH3:22][C@@:21]12[C@@H:13]([C@@H:5]([CH2:6][CH2:7][CH2:8][C:9]([CH3:11])([O:12][Si:35]([CH3:39])([CH3:37])[CH3:33])[CH3:10])[CH2:4][CH2:3][C@@H:2]([O:1][Si:35]([CH3:39])([CH3:37])[CH3:33])[C:24]([CH3:26])([O:27][Si:35]([CH3:39])([CH3:37])[CH3:33])[CH3:25])[CH2:14][CH2:15][C@H:16]1[C:17](=[O:23])[CH2:18][CH2:19][CH2:20]2.